From a dataset of Reaction yield outcomes from USPTO patents with 853,638 reactions. Predict the reaction yield, written as a fraction of the theoretical maximum amount of product (1.0 means a 100% yield; for example, 0.34 means a 34% yield). (1) The reactants are [OH:1][CH2:2][CH:3]=[C:4]1[CH2:9][CH2:8][CH:7]([N:10]2[C:15](=[O:16])[C:14]([CH2:17][C:18]3[CH:23]=[CH:22][C:21]([C:24]4[C:25]([C:30]#[N:31])=[CH:26][CH:27]=[CH:28][CH:29]=4)=[CH:20][CH:19]=3)=[C:13]([CH2:32][CH2:33][CH3:34])[N:12]3[N:35]=[CH:36][N:37]=[C:11]23)[CH2:6][CH2:5]1.FC(F)(F)S(O[Si](C(C)(C)C)(C)C)(=O)=O.[N:53]1C(C)=CC=CC=1C.[Cl-].O[NH3+].[C:64](=[O:67])([O-])[OH:65].[Na+]. The catalyst is C(OCC)(=O)C.CS(C)=O.O1CCCC1. The product is [OH:1][CH2:2][CH:3]=[C:4]1[CH2:9][CH2:8][CH:7]([N:10]2[C:15](=[O:16])[C:14]([CH2:17][C:18]3[CH:23]=[CH:22][C:21]([C:24]4[CH:29]=[CH:28][CH:27]=[CH:26][C:25]=4[C:30]4[NH:53][C:64](=[O:67])[O:65][N:31]=4)=[CH:20][CH:19]=3)=[C:13]([CH2:32][CH2:33][CH3:34])[N:12]3[N:35]=[CH:36][N:37]=[C:11]23)[CH2:6][CH2:5]1. The yield is 0.140. (2) The reactants are [Cl:1][C:2]1[CH:15]=[CH:14][C:5]([CH2:6][N:7]2[CH2:12][CH2:11][CH:10]([NH2:13])[CH2:9][CH2:8]2)=[CH:4][C:3]=1[O:16][CH2:17][CH3:18].[CH3:19][S:20]([C:23]1[CH:24]=[C:25]([CH:29]=[CH:30][CH:31]=1)[C:26](O)=[O:27])(=[O:22])=[O:21]. No catalyst specified. The product is [Cl:1][C:2]1[CH:15]=[CH:14][C:5]([CH2:6][N:7]2[CH2:12][CH2:11][CH:10]([NH:13][C:26](=[O:27])[C:25]3[CH:29]=[CH:30][CH:31]=[C:23]([S:20]([CH3:19])(=[O:22])=[O:21])[CH:24]=3)[CH2:9][CH2:8]2)=[CH:4][C:3]=1[O:16][CH2:17][CH3:18]. The yield is 0.490. (3) The reactants are [C:1]1([C@H:7]2[CH2:12][CH2:11][C@H:10]([NH:13][CH2:14][CH2:15][CH2:16][CH2:17][C:18]3[CH:23]=[CH:22][C:21]([OH:24])=[CH:20][CH:19]=3)[CH2:9][CH2:8]2)[CH:6]=[CH:5][CH:4]=[CH:3][CH:2]=1.[CH2:25](Cl)Cl.[BH-](OC(C)=O)(OC(C)=O)OC(C)=O.[Na+].[OH-].[Na+]. The catalyst is CO. The product is [CH3:25][N:13]([C@H:10]1[CH2:11][CH2:12][C@H:7]([C:1]2[CH:6]=[CH:5][CH:4]=[CH:3][CH:2]=2)[CH2:8][CH2:9]1)[CH2:14][CH2:15][CH2:16][CH2:17][C:18]1[CH:19]=[CH:20][C:21]([OH:24])=[CH:22][CH:23]=1. The yield is 0.560.